From a dataset of Full USPTO retrosynthesis dataset with 1.9M reactions from patents (1976-2016). Predict the reactants needed to synthesize the given product. (1) Given the product [ClH:1].[ClH:1].[C:55]1([CH2:60][CH2:61][C:62]2[CH:63]=[CH:64][C:65]([CH:18]([N:19]3[CH2:24][CH2:23][NH:22][CH2:21][CH2:20]3)[CH2:17][C:25]3([OH:31])[CH2:26][CH2:27][CH2:28][CH2:29][CH2:30]3)=[CH:66][CH:67]=2)[CH:56]=[CH:57][CH:58]=[CH:59][CH:54]=1, predict the reactants needed to synthesize it. The reactants are: [ClH:1].Cl.C1(CCC2C=CC([CH:17]([C:25]3([OH:31])[CH2:30][CH2:29][CH2:28][CH2:27][CH2:26]3)[CH2:18][N:19]3[CH2:24][CH2:23][NH:22][CH2:21][CH2:20]3)=CC=2)C=CC=CC=1.OC1(C([C:54]2[CH:59]=[CH:58][CH:57]=[CH:56][C:55]=2[CH2:60][CH2:61][C:62]2[CH:67]=[CH:66][CH:65]=[CH:64][CH:63]=2)CN2CCN(C(OC(C)(C)C)=O)CC2)CCCCC1. (2) Given the product [NH2:19][CH2:18][C@@H:10]([NH:9][C:7]([C:5]1[S:6][C:2]([Cl:1])=[C:3]([C:30]2[N:34]([CH3:35])[N:33]=[CH:32][C:31]=2[Cl:36])[CH:4]=1)=[O:8])[CH2:11][CH:12]1[CH2:13][CH2:14][CH2:15][CH2:16][CH2:17]1, predict the reactants needed to synthesize it. The reactants are: [Cl:1][C:2]1[S:6][C:5]([C:7]([NH:9][C@H:10]([CH2:18][N:19]2C(=O)C3C(=CC=CC=3)C2=O)[CH2:11][CH:12]2[CH2:17][CH2:16][CH2:15][CH2:14][CH2:13]2)=[O:8])=[CH:4][C:3]=1[C:30]1[N:34]([CH3:35])[N:33]=[CH:32][C:31]=1[Cl:36].NN.